This data is from Forward reaction prediction with 1.9M reactions from USPTO patents (1976-2016). The task is: Predict the product of the given reaction. (1) Given the reactants Cl[C:2]1[N:7]=[CH:6][C:5]([C:8]([N:10]2[C:16]3[CH:17]=[CH:18][CH:19]=[CH:20][C:15]=3[CH2:14][N:13]3[CH:21]=[CH:22][CH:23]=[C:12]3[CH2:11]2)=[O:9])=[CH:4][CH:3]=1.[C:24]1(B(O)O)[C:33]2[C:28](=[CH:29][CH:30]=[CH:31][CH:32]=2)[CH:27]=[CH:26][CH:25]=1.C(O)C.C(=O)([O-])[O-].[Na+].[Na+], predict the reaction product. The product is: [C:32]1([C:2]2[N:7]=[CH:6][C:5]([C:8]([N:10]3[C:16]4[CH:17]=[CH:18][CH:19]=[CH:20][C:15]=4[CH2:14][N:13]4[CH:21]=[CH:22][CH:23]=[C:12]4[CH2:11]3)=[O:9])=[CH:4][CH:3]=2)[C:33]2[C:28](=[CH:27][CH:26]=[CH:25][CH:24]=2)[CH:29]=[CH:30][CH:31]=1. (2) Given the reactants Br[C:2]1[CH:7]=[CH:6][C:5]([N+:8]([O-:10])=[O:9])=[CH:4][N:3]=1.[C:11]([O:15][C:16]([N:18]1[CH2:23][CH:22]=[C:21](OS(C(F)(F)F)(=O)=O)[CH2:20][CH2:19]1)=[O:17])([CH3:14])([CH3:13])[CH3:12].C([O-])([O-])=O.[Na+].[Na+], predict the reaction product. The product is: [C:11]([O:15][C:16]([N:18]1[CH2:19][CH:20]=[C:21]([C:2]2[CH:7]=[CH:6][C:5]([N+:8]([O-:10])=[O:9])=[CH:4][N:3]=2)[CH2:22][CH2:23]1)=[O:17])([CH3:14])([CH3:12])[CH3:13]. (3) Given the reactants [CH3:1][C:2]([CH3:27])([CH3:26])[CH2:3][N:4]1[C:12]2[C:7](=[N:8][C:9]([C:13]3[CH:20]=[C:19]([C@@H:21]([OH:23])[CH3:22])[CH:18]=[CH:17][C:14]=3[C:15]#[N:16])=[CH:10][CH:11]=2)[N:6]([CH3:24])[C:5]1=[O:25].C(N(C(C)C)CC)(C)C, predict the reaction product. The product is: [C:21]([C:19]1[CH:18]=[CH:17][C:14]([C:15]#[N:16])=[C:13]([C:9]2[N:8]=[C:7]3[N:6]([CH3:24])[C:5](=[O:25])[N:4]([CH2:3][C:2]([CH3:26])([CH3:1])[CH3:27])[C:12]3=[CH:11][CH:10]=2)[CH:20]=1)(=[O:23])[CH3:22].